This data is from Catalyst prediction with 721,799 reactions and 888 catalyst types from USPTO. The task is: Predict which catalyst facilitates the given reaction. Reactant: [C:1]([C:4]1[CH:5]=[N:6][CH:7]=[CH:8][CH:9]=1)(=[O:3])[CH3:2].[BrH:10].BrBr. Product: [Br:10][CH2:2][C:1]([C:4]1[CH:5]=[N:6][CH:7]=[CH:8][CH:9]=1)=[O:3]. The catalyst class is: 15.